This data is from Full USPTO retrosynthesis dataset with 1.9M reactions from patents (1976-2016). The task is: Predict the reactants needed to synthesize the given product. (1) Given the product [OH:7][CH2:8][C:9]([CH3:39])([CH3:38])[CH2:10][C:11]1[CH:12]=[C:13]([C:17]2([C:23]3[CH:24]=[C:25]([CH2:29][C:30]([CH3:32])([CH3:31])[CH2:33][OH:34])[CH:26]=[CH:27][CH:28]=3)[S:18][CH2:19][CH2:20][CH2:21][S:22]2)[CH:14]=[CH:15][CH:16]=1, predict the reactants needed to synthesize it. The reactants are: [Li+].[BH4-].CO.C([O:7][C:8](=O)[C:9]([CH3:39])([CH3:38])[CH2:10][C:11]1[CH:16]=[CH:15][CH:14]=[C:13]([C:17]2([C:23]3[CH:28]=[CH:27][CH:26]=[C:25]([CH2:29][C:30]([C:33](OCC)=[O:34])([CH3:32])[CH3:31])[CH:24]=3)[S:22][CH2:21][CH2:20][CH2:19][S:18]2)[CH:12]=1)C.[NH4+].[Cl-]. (2) The reactants are: [CH3:1][C:2]1[CH:7]=[C:6]([CH3:8])[NH:5][C:4](=[O:9])[C:3]=1[CH2:10][NH:11][C:12]([C:14]1[C:15]2[CH:32]=[N:31][N:30]([CH:33]([CH3:35])[CH3:34])[C:16]=2[N:17]=[C:18]([C:20]2[CH2:21][C:22]([CH3:29])([CH3:28])[NH:23][C:24]([CH3:27])([CH3:26])[CH:25]=2)[CH:19]=1)=[O:13]. Given the product [CH3:1][C:2]1[CH:7]=[C:6]([CH3:8])[NH:5][C:4](=[O:9])[C:3]=1[CH2:10][NH:11][C:12]([C:14]1[C:15]2[CH:32]=[N:31][N:30]([CH:33]([CH3:35])[CH3:34])[C:16]=2[N:17]=[C:18]([CH:20]2[CH2:25][C:24]([CH3:26])([CH3:27])[NH:23][C:22]([CH3:29])([CH3:28])[CH2:21]2)[CH:19]=1)=[O:13], predict the reactants needed to synthesize it.